Dataset: Forward reaction prediction with 1.9M reactions from USPTO patents (1976-2016). Task: Predict the product of the given reaction. (1) Given the reactants [CH3:1][C:2]1[CH:11]=[CH:10][C:9]2[C:4](=[CH:5][CH:6]=[CH:7][C:8]=2[CH:12]2[CH2:17][CH2:16][NH:15][CH2:14][CH2:13]2)[N:3]=1.Cl[CH2:19][C:20]([C:22]1[CH:23]=[CH:24][C:25]2[O:30][CH2:29][C:28](=[O:31])[NH:27][C:26]=2[CH:32]=1)=[O:21].C(#N)C, predict the reaction product. The product is: [CH3:1][C:2]1[CH:11]=[CH:10][C:9]2[C:4](=[CH:5][CH:6]=[CH:7][C:8]=2[CH:12]2[CH2:17][CH2:16][N:15]([CH2:19][C:20]([C:22]3[CH:23]=[CH:24][C:25]4[O:30][CH2:29][C:28](=[O:31])[NH:27][C:26]=4[CH:32]=3)=[O:21])[CH2:14][CH2:13]2)[N:3]=1. (2) Given the reactants [N+](C1C=C[C:7]([O:8][C:9]([O:11][C:12]2[CH:17]=[CH:16][C:15](/[C:18](/[C:28]3[CH:33]=[CH:32][C:31](/[CH:34]=[CH:35]/[C:36]([O:38]C(C)(C)C)=[O:37])=[CH:30][CH:29]=3)=[C:19](\[C:22]3[CH:27]=[CH:26][CH:25]=[CH:24][CH:23]=3)/[CH2:20][CH3:21])=[CH:14][CH:13]=2)=[O:10])=[CH:6]C=1)([O-])=O.CCO.CCN(CC)CC, predict the reaction product. The product is: [CH2:7]([O:8][C:9]([O:11][C:12]1[CH:13]=[CH:14][C:15](/[C:18](/[C:28]2[CH:33]=[CH:32][C:31](/[CH:34]=[CH:35]/[C:36]([OH:38])=[O:37])=[CH:30][CH:29]=2)=[C:19](\[C:22]2[CH:27]=[CH:26][CH:25]=[CH:24][CH:23]=2)/[CH2:20][CH3:21])=[CH:16][CH:17]=1)=[O:10])[CH3:6]. (3) Given the reactants COC1C=CC(C[N:8]2[C:12]3=[N:13][CH:14]=[CH:15][CH:16]=[C:11]3[C:10]([C:17](=[O:19])[CH3:18])=[N:9]2)=CC=1, predict the reaction product. The product is: [NH:8]1[C:12]2=[N:13][CH:14]=[CH:15][CH:16]=[C:11]2[C:10]([C:17](=[O:19])[CH3:18])=[N:9]1. (4) The product is: [CH3:1][O:2][C:3](=[O:36])[C:4]1[CH:9]=[CH:8][C:7]([CH2:10][C:11]2[S:38][C:15]([C:16]3[CH:21]=[CH:20][CH:19]=[C:18]([C:22]4[O:23][C:24]([C:27]5[CH:32]=[CH:31][C:30]([O:33][CH3:34])=[CH:29][CH:28]=5)=[CH:25][N:26]=4)[CH:17]=3)=[N:14][N:13]=2)=[CH:6][CH:5]=1. Given the reactants [CH3:1][O:2][C:3](=[O:36])[C:4]1[CH:9]=[CH:8][C:7]([CH2:10][C:11]([NH:13][NH:14][C:15](=O)[C:16]2[CH:21]=[CH:20][CH:19]=[C:18]([C:22]3[O:23][C:24]([C:27]4[CH:32]=[CH:31][C:30]([O:33][CH3:34])=[CH:29][CH:28]=4)=[CH:25][N:26]=3)[CH:17]=2)=O)=[CH:6][CH:5]=1.P12(SP3(SP(SP(S3)(S1)=S)(=S)S2)=S)=[S:38].O, predict the reaction product. (5) Given the reactants [C:1]([O:4][CH2:5][C:6]1[C:7]([N:21]2[CH2:32][CH2:31][N:30]3[C:23](=[CH:24][C:25]4[CH2:26][C:27]([CH3:34])([CH3:33])[CH2:28][C:29]=43)[C:22]2=[O:35])=[N:8][CH:9]=[CH:10][C:11]=1B1OC(C)(C)C(C)(C)O1)(=[O:3])[CH3:2].Br[C:37]1[CH:38]=[C:39]([NH:45][C:46]2[CH:58]=[C:49]3[CH2:50][N:51]([CH2:54][CH2:55][O:56][CH3:57])[CH2:52][CH2:53][N:48]3[N:47]=2)[C:40](=[O:44])[N:41]([CH3:43])[CH:42]=1.[O-]P([O-])([O-])=O.[K+].[K+].[K+].C([O-])(=O)C.[Na+], predict the reaction product. The product is: [C:1]([O:4][CH2:5][C:6]1[C:7]([N:21]2[CH2:32][CH2:31][N:30]3[C:23](=[CH:24][C:25]4[CH2:26][C:27]([CH3:34])([CH3:33])[CH2:28][C:29]=43)[C:22]2=[O:35])=[N:8][CH:9]=[CH:10][C:11]=1[C:37]1[CH:38]=[C:39]([NH:45][C:46]2[CH:58]=[C:49]3[CH2:50][N:51]([CH2:54][CH2:55][O:56][CH3:57])[CH2:52][CH2:53][N:48]3[N:47]=2)[C:40](=[O:44])[N:41]([CH3:43])[CH:42]=1)(=[O:3])[CH3:2]. (6) Given the reactants [CH3:1][O:2][CH2:3][C@H:4]1[CH2:9][CH2:8][C@H:7]([OH:10])[CH2:6][CH2:5]1.[H-].[Na+].[N+:13]([C:16]1[CH:23]=[CH:22][CH:21]=[C:20]([N+]([O-])=O)[C:17]=1[C:18]#[N:19])([O-:15])=[O:14].O, predict the reaction product. The product is: [CH3:1][O:2][CH2:3][C@H:4]1[CH2:9][CH2:8][C@H:7]([O:10][C:20]2[CH:21]=[CH:22][CH:23]=[C:16]([N+:13]([O-:15])=[O:14])[C:17]=2[C:18]#[N:19])[CH2:6][CH2:5]1.